Dataset: Catalyst prediction with 721,799 reactions and 888 catalyst types from USPTO. Task: Predict which catalyst facilitates the given reaction. (1) Reactant: Br[N:2]1[C:6](=O)[CH2:5][CH2:4][C:3]1=O.[Cl:9][C:10]1[CH:11]=[C:12]2[C:16](=[CH:17][CH:18]=1)[N:15]([CH2:19][C:20]([OH:22])=[O:21])[C:14]([CH3:23])=[C:13]2[C:24]1[C:33]2[C:28](=[CH:29][C:30]([Cl:34])=[CH:31][CH:32]=2)[N:27]=[CH:26][CH:25]=1.N1CCCC1. Product: [Cl:9][C:10]1[CH:11]=[C:12]2[C:16](=[CH:17][CH:18]=1)[N:15]([CH2:19][C:20]([OH:22])=[O:21])[C:14]([CH2:23][N:2]1[CH2:6][CH2:5][CH2:4][CH2:3]1)=[C:13]2[C:24]1[C:33]2[CH2:32][CH:31]=[C:30]([Cl:34])[CH2:29][C:28]=2[N:27]=[CH:26][CH:25]=1. The catalyst class is: 3. (2) Reactant: [CH3:1][C:2]1[CH:7]=[C:6]([CH3:8])[NH:5][C:4](=[O:9])[C:3]=1[CH2:10][NH:11][C:12]([C:14]1[C:15]2[CH:36]=[N:35][N:34]([CH:37]([CH3:39])[CH3:38])[C:16]=2[N:17]=[C:18]([C:20]2[CH2:21][CH2:22][N:23]([C:26](=[O:33])[CH2:27][CH2:28][CH2:29][N:30]([CH3:32])[CH3:31])[CH2:24][CH:25]=2)[CH:19]=1)=[O:13]. Product: [CH3:1][C:2]1[CH:7]=[C:6]([CH3:8])[NH:5][C:4](=[O:9])[C:3]=1[CH2:10][NH:11][C:12]([C:14]1[C:15]2[CH:36]=[N:35][N:34]([CH:37]([CH3:39])[CH3:38])[C:16]=2[N:17]=[C:18]([CH:20]2[CH2:25][CH2:24][N:23]([C:26](=[O:33])[CH2:27][CH2:28][CH2:29][N:30]([CH3:31])[CH3:32])[CH2:22][CH2:21]2)[CH:19]=1)=[O:13]. The catalyst class is: 50. (3) Reactant: [NH2:1][C@@H:2]1[C:10]2[C:5](=[C:6]([C:11]3[N:15]=[C:14]([C:16]4[CH:17]=[CH:18][C:19]([O:24][CH:25]([CH3:27])[CH3:26])=[C:20]([CH:23]=4)[C:21]#[N:22])[O:13][N:12]=3)[CH:7]=[CH:8][CH:9]=2)[CH2:4][CH2:3]1.Cl[CH2:29][CH2:30][S:31](Cl)(=[O:33])=[O:32]. Product: [C:21]([C:20]1[CH:23]=[C:16]([C:14]2[O:13][N:12]=[C:11]([C:6]3[CH:7]=[CH:8][CH:9]=[C:10]4[C:5]=3[CH2:4][CH2:3][C@@H:2]4[NH:1][S:31]([CH:30]=[CH2:29])(=[O:33])=[O:32])[N:15]=2)[CH:17]=[CH:18][C:19]=1[O:24][CH:25]([CH3:27])[CH3:26])#[N:22]. The catalyst class is: 2.